From a dataset of NCI-60 drug combinations with 297,098 pairs across 59 cell lines. Regression. Given two drug SMILES strings and cell line genomic features, predict the synergy score measuring deviation from expected non-interaction effect. Drug 1: CCN(CC)CCNC(=O)C1=C(NC(=C1C)C=C2C3=C(C=CC(=C3)F)NC2=O)C. Drug 2: C1CN1C2=NC(=NC(=N2)N3CC3)N4CC4. Cell line: SK-MEL-5. Synergy scores: CSS=47.2, Synergy_ZIP=3.13, Synergy_Bliss=1.87, Synergy_Loewe=1.43, Synergy_HSA=5.43.